This data is from Full USPTO retrosynthesis dataset with 1.9M reactions from patents (1976-2016). The task is: Predict the reactants needed to synthesize the given product. (1) The reactants are: [CH3:1][O:2][C:3](=[O:28])[C@@H:4]([NH:8][C:9]([C:22]1[CH:27]=[CH:26][CH:25]=[CH:24][CH:23]=1)([C:16]1[CH:21]=[CH:20][CH:19]=[CH:18][CH:17]=1)[C:10]1[CH:15]=[CH:14][CH:13]=[CH:12][CH:11]=1)[C@@H:5](O)[CH3:6].C1C=CC(P(C2C=CC=CC=2)C2C=CC=CC=2)=CC=1.N(C(OC(C)C)=O)=NC(OC(C)C)=O.C1C=CC(OP(OC2C=CC=CC=2)([N:71]=[N+:72]=[N-:73])=O)=CC=1. Given the product [CH3:1][O:2][C:3](=[O:28])[C@@H:4]([NH:8][C:9]([C:22]1[CH:27]=[CH:26][CH:25]=[CH:24][CH:23]=1)([C:10]1[CH:15]=[CH:14][CH:13]=[CH:12][CH:11]=1)[C:16]1[CH:17]=[CH:18][CH:19]=[CH:20][CH:21]=1)[C@H:5]([N:71]=[N+:72]=[N-:73])[CH3:6], predict the reactants needed to synthesize it. (2) Given the product [OH:6][C@H:5]([CH2:4][OH:3])[CH2:7][O:8][NH:9][C:10]([C:12]1[S:20][C:19]2[CH:18]=[CH:17][N:16]=[CH:15][C:14]=2[C:13]=1[NH:21][C:22]1[CH:27]=[CH:26][C:25]([I:28])=[CH:24][C:23]=1[F:29])=[O:11], predict the reactants needed to synthesize it. The reactants are: CC1(C)[O:6][C@@H:5]([CH2:7][O:8][NH:9][C:10]([C:12]2[S:20][C:19]3[CH:18]=[CH:17][N:16]=[CH:15][C:14]=3[C:13]=2[NH:21][C:22]2[CH:27]=[CH:26][C:25]([I:28])=[CH:24][C:23]=2[F:29])=[O:11])[CH2:4][O:3]1.